Dataset: NCI-60 drug combinations with 297,098 pairs across 59 cell lines. Task: Regression. Given two drug SMILES strings and cell line genomic features, predict the synergy score measuring deviation from expected non-interaction effect. (1) Drug 1: C1=CC(=CC=C1CCC2=CNC3=C2C(=O)NC(=N3)N)C(=O)NC(CCC(=O)O)C(=O)O. Drug 2: C1=CC(=CC=C1CC(C(=O)O)N)N(CCCl)CCCl.Cl. Cell line: SNB-19. Synergy scores: CSS=32.7, Synergy_ZIP=2.78, Synergy_Bliss=5.20, Synergy_Loewe=-5.32, Synergy_HSA=5.50. (2) Drug 1: CC(CN1CC(=O)NC(=O)C1)N2CC(=O)NC(=O)C2. Drug 2: CN(C)C1=NC(=NC(=N1)N(C)C)N(C)C. Cell line: SF-539. Synergy scores: CSS=18.4, Synergy_ZIP=0.138, Synergy_Bliss=5.08, Synergy_Loewe=-2.39, Synergy_HSA=2.72. (3) Drug 1: C1=NC(=NC(=O)N1C2C(C(C(O2)CO)O)O)N. Drug 2: CC(C)(C#N)C1=CC(=CC(=C1)CN2C=NC=N2)C(C)(C)C#N. Cell line: CCRF-CEM. Synergy scores: CSS=0.327, Synergy_ZIP=5.44, Synergy_Bliss=12.8, Synergy_Loewe=2.24, Synergy_HSA=5.32. (4) Drug 1: CC1=C(C=C(C=C1)C(=O)NC2=CC(=CC(=C2)C(F)(F)F)N3C=C(N=C3)C)NC4=NC=CC(=N4)C5=CN=CC=C5. Drug 2: CC=C1C(=O)NC(C(=O)OC2CC(=O)NC(C(=O)NC(CSSCCC=C2)C(=O)N1)C(C)C)C(C)C. Cell line: HT29. Synergy scores: CSS=14.8, Synergy_ZIP=1.16, Synergy_Bliss=-2.66, Synergy_Loewe=-68.4, Synergy_HSA=-5.85. (5) Drug 1: CC1=C(C(=CC=C1)Cl)NC(=O)C2=CN=C(S2)NC3=CC(=NC(=N3)C)N4CCN(CC4)CCO. Drug 2: CC1CCC2CC(C(=CC=CC=CC(CC(C(=O)C(C(C(=CC(C(=O)CC(OC(=O)C3CCCCN3C(=O)C(=O)C1(O2)O)C(C)CC4CCC(C(C4)OC)OCCO)C)C)O)OC)C)C)C)OC. Cell line: HCT116. Synergy scores: CSS=6.45, Synergy_ZIP=-1.03, Synergy_Bliss=-0.362, Synergy_Loewe=1.97, Synergy_HSA=0.458. (6) Drug 2: CC1=C(C=C(C=C1)C(=O)NC2=CC(=CC(=C2)C(F)(F)F)N3C=C(N=C3)C)NC4=NC=CC(=N4)C5=CN=CC=C5. Synergy scores: CSS=-4.29, Synergy_ZIP=0.494, Synergy_Bliss=-2.11, Synergy_Loewe=-3.63, Synergy_HSA=-4.69. Cell line: EKVX. Drug 1: C1CC(=O)NC(=O)C1N2CC3=C(C2=O)C=CC=C3N. (7) Cell line: HOP-62. Drug 2: CN(CCCl)CCCl.Cl. Synergy scores: CSS=58.3, Synergy_ZIP=-2.28, Synergy_Bliss=-3.33, Synergy_Loewe=-4.65, Synergy_HSA=-4.20. Drug 1: CCC1=C2CN3C(=CC4=C(C3=O)COC(=O)C4(CC)O)C2=NC5=C1C=C(C=C5)O. (8) Drug 1: C1=CN(C=N1)CC(O)(P(=O)(O)O)P(=O)(O)O. Drug 2: C(=O)(N)NO. Cell line: MDA-MB-231. Synergy scores: CSS=1.92, Synergy_ZIP=3.63, Synergy_Bliss=-1.42, Synergy_Loewe=-1.45, Synergy_HSA=-2.08.